Dataset: Reaction yield outcomes from USPTO patents with 853,638 reactions. Task: Predict the reaction yield, written as a fraction of the theoretical maximum amount of product (1.0 means a 100% yield; for example, 0.34 means a 34% yield). (1) The yield is 0.324. No catalyst specified. The product is [CH3:23][O:16][C:15]([C:8]1[C:7]2[CH:6]=[CH:5][N:4]([CH:1]([CH3:3])[CH3:2])[C:12]=2[CH:11]=[C:10]([O:13][CH3:14])[CH:9]=1)=[O:17]. The reactants are [CH:1]([N:4]1[C:12]2[CH:11]=[C:10]([O:13][CH3:14])[CH:9]=[C:8]([C:15]([OH:17])=[O:16])[C:7]=2[CH:6]=[CH:5]1)([CH3:3])[CH3:2].OS(O)(=O)=O.[CH3:23]O. (2) The reactants are O[CH2:2][C:3]1[CH:12]=[N:11][C:10]2[N:9]3[CH2:13][CH2:14][CH2:15][C@H:8]3[C:7](=[O:16])[NH:6][C:5]=2[CH:4]=1.[F:17][C:18]1[CH:19]=[C:20]([CH:23]=[CH:24][C:25]=1[N:26]1[CH2:31][CH2:30][NH:29][CH2:28][CH2:27]1)[C:21]#[N:22].[I-].C(C[P+](C)(C)C)#N.C(N(CC)C(C)C)(C)C. The catalyst is C(#N)CC.CS(C)=O. The product is [F:17][C:18]1[CH:19]=[C:20]([CH:23]=[CH:24][C:25]=1[N:26]1[CH2:31][CH2:30][N:29]([CH2:2][C:3]2[CH:12]=[N:11][C:10]3[N:9]4[CH2:13][CH2:14][CH2:15][C@H:8]4[C:7](=[O:16])[NH:6][C:5]=3[CH:4]=2)[CH2:28][CH2:27]1)[C:21]#[N:22]. The yield is 0.216. (3) The reactants are [C:1]([C:3]1[CH:4]=[C:5]([CH:9]=[C:10]([N+:12]([O-:14])=[O:13])[CH:11]=1)[C:6]([OH:8])=O)#[N:2].C(Cl)(=O)C(Cl)=O.[CH3:21][C:22]1[CH:28]=[C:27]([C:29]([F:38])([C:34]([F:37])([F:36])[F:35])[C:30]([F:33])([F:32])[F:31])[CH:26]=[C:25]([CH3:39])[C:23]=1[NH2:24].N1C=CC=CC=1.FC1C=CC([N+]([O-])=O)=CC=1C(Cl)=O.C(=O)([O-])O.[Na+]. The catalyst is ClCCl.O1CCCC1.CN(C)C=O. The product is [C:1]([C:3]1[CH:4]=[C:5]([CH:9]=[C:10]([N+:12]([O-:14])=[O:13])[CH:11]=1)[C:6]([NH:24][C:23]1[C:25]([CH3:39])=[CH:26][C:27]([C:29]([F:38])([C:30]([F:31])([F:32])[F:33])[C:34]([F:35])([F:36])[F:37])=[CH:28][C:22]=1[CH3:21])=[O:8])#[N:2]. The yield is 0.770.